From a dataset of Forward reaction prediction with 1.9M reactions from USPTO patents (1976-2016). Predict the product of the given reaction. (1) Given the reactants [C:1]([N:4]1[CH2:9][CH2:8][NH:7][CH2:6][CH2:5]1)(=[O:3])[CH3:2].F[C:11]1[CH:18]=[CH:17][C:14]([C:15]#[N:16])=[CH:13][CH:12]=1.C(=O)([O-])[O-].[K+].[K+].CN(C)C=O, predict the reaction product. The product is: [C:1]([N:4]1[CH2:9][CH2:8][N:7]([C:11]2[CH:18]=[CH:17][C:14]([C:15]#[N:16])=[CH:13][CH:12]=2)[CH2:6][CH2:5]1)(=[O:3])[CH3:2]. (2) Given the reactants Br[C:2]1[C:11]([NH:12][C:13](=[O:19])[O:14][C:15]([CH3:18])([CH3:17])[CH3:16])=[CH:10][CH:9]=[C:8]2[C:3]=1[CH:4]=[CH:5][CH:6]=[N:7]2.[C:20]1(B(O)O)[CH:25]=[CH:24][CH:23]=[CH:22][CH:21]=1, predict the reaction product. The product is: [C:20]1([C:2]2[C:11]([NH:12][C:13](=[O:19])[O:14][C:15]([CH3:18])([CH3:17])[CH3:16])=[CH:10][CH:9]=[C:8]3[C:3]=2[CH:4]=[CH:5][CH:6]=[N:7]3)[CH:25]=[CH:24][CH:23]=[CH:22][CH:21]=1. (3) Given the reactants C(CC(Cl)=O)#N.COC1C=CC([NH:15][C:16](=O)[CH2:17][C:18]([NH:20][C:21]([CH3:37])([CH2:27][C:28](=[O:36])[C:29]2[CH:34]=[CH:33][C:32]([CH3:35])=[CH:31][CH:30]=2)[C:22]([O:24][CH2:25][CH3:26])=[O:23])=[O:19])=CC=1.N1C=CC=CC=1, predict the reaction product. The product is: [C:16]([CH2:17][C:18]([NH:20][C:21]([CH3:37])([CH2:27][C:28](=[O:36])[C:29]1[CH:30]=[CH:31][C:32]([CH3:35])=[CH:33][CH:34]=1)[C:22]([O:24][CH2:25][CH3:26])=[O:23])=[O:19])#[N:15]. (4) Given the reactants [CH2:1](I)[CH3:2].[CH2:4]([N:7]([S:30]([CH2:33][C:34]1[CH:39]=[CH:38][CH:37]=[CH:36][CH:35]=1)(=[O:32])=[O:31])[C:8]([CH:10]1[CH2:15][CH2:14][N:13]([C:16]2[NH:21][C:20](=[O:22])[C:19]([C:23]([O:25][CH2:26][CH3:27])=[O:24])=[CH:18][C:17]=2[C:28]#[N:29])[CH2:12][CH2:11]1)=[O:9])[CH:5]=[CH2:6], predict the reaction product. The product is: [CH2:4]([N:7]([S:30]([CH2:33][C:34]1[CH:35]=[CH:36][CH:37]=[CH:38][CH:39]=1)(=[O:32])=[O:31])[C:8]([CH:10]1[CH2:15][CH2:14][N:13]([C:16]2[C:17]([C:28]#[N:29])=[CH:18][C:19]([C:23]([O:25][CH2:26][CH3:27])=[O:24])=[C:20]([O:22][CH2:1][CH3:2])[N:21]=2)[CH2:12][CH2:11]1)=[O:9])[CH:5]=[CH2:6].